From a dataset of Reaction yield outcomes from USPTO patents with 853,638 reactions. Predict the reaction yield, written as a fraction of the theoretical maximum amount of product (1.0 means a 100% yield; for example, 0.34 means a 34% yield). (1) The reactants are [C:1]1([C:7]2[S:11][C:10]([NH:12][NH:13][C:14](=O)[CH2:15][C:16]3[CH:17]=[C:18]4[C:23](=[CH:24][CH:25]=3)[N:22]=[CH:21][CH:20]=[CH:19]4)=[N:9][CH:8]=2)[CH:6]=[CH:5][CH:4]=[CH:3][CH:2]=1. The catalyst is O=P(Cl)(Cl)Cl. The product is [C:1]1([C:7]2[S:11][C:10]3=[N:12][N:13]=[C:14]([CH2:15][C:16]4[CH:17]=[C:18]5[C:23](=[CH:24][CH:25]=4)[N:22]=[CH:21][CH:20]=[CH:19]5)[N:9]3[CH:8]=2)[CH:6]=[CH:5][CH:4]=[CH:3][CH:2]=1. The yield is 0.310. (2) The reactants are [F:1][C:2]1[CH:7]=[C:6]([N+:8]([O-:10])=[O:9])[C:5](F)=[CH:4][C:3]=1[F:12].[CH2:13]([NH2:16])[CH2:14][CH3:15].C([O-])([O-])=O.[K+].[K+]. The catalyst is C1COCC1.O. The product is [F:1][C:2]1[C:3]([F:12])=[CH:4][C:5]([NH:16][CH2:13][CH2:14][CH3:15])=[C:6]([N+:8]([O-:10])=[O:9])[CH:7]=1. The yield is 0.430. (3) The reactants are [C:1]([CH:3]1[N:7]2[CH2:8][CH2:9][N:10]([C:12]3[C:13]([C:18]#[N:19])=[N:14][CH:15]=[CH:16][N:17]=3)[CH2:11][CH:6]2[CH2:5][CH2:4]1)#[CH:2].I[C:21]1[CH:22]=[C:23]([CH3:27])[CH:24]=[CH:25][CH:26]=1.[N-:28]=[N+:29]=[N-:30].[Na+].[Na].O=C1O[C@H]([C@H](CO)O)C([O-])=C1O.N1CCC[C@H]1C(O)=O.C([O-])([O-])=O.[Na+].[Na+]. The catalyst is C(OCC)(=O)C.O.O.O.O.O.S([O-])([O-])(=O)=O.[Cu+2].O.CS(C)=O. The product is [CH3:27][C:23]1[CH:22]=[C:21]([N:28]2[CH:2]=[C:1]([C@@H:3]3[N:7]4[CH2:8][CH2:9][N:10]([C:12]5[C:13]([C:18]#[N:19])=[N:14][CH:15]=[CH:16][N:17]=5)[CH2:11][C@@H:6]4[CH2:5][CH2:4]3)[N:30]=[N:29]2)[CH:26]=[CH:25][CH:24]=1. The yield is 0.800. (4) The reactants are [F:1][C:2]1[C:7]([N+:8]([O-])=O)=[CH:6][C:5]([OH:11])=[C:4]([CH3:12])[CH:3]=1. The catalyst is CO.[Pd]. The yield is 0.620. The product is [NH2:8][C:7]1[C:2]([F:1])=[CH:3][C:4]([CH3:12])=[C:5]([OH:11])[CH:6]=1. (5) The reactants are [C:1]1([O:7][P:8]([O:17][C@@H:18]2[C@@H:23]([CH2:24][O:25][C:26]([O:28][C:29]([CH3:35])([CH3:34])[C:30]([Cl:33])([Cl:32])[Cl:31])=[O:27])[O:22][C@H:21](Br)[C@H:20]([NH:37][C:38]([O:40][CH2:41][C:42]([Cl:45])([Cl:44])[Cl:43])=[O:39])[C@H:19]2[O:46][C:47](=[O:75])[CH2:48][C@H:49]([O:61][C:62](=[O:74])[CH2:63][CH2:64][CH2:65][CH2:66][CH2:67][CH2:68][CH2:69][CH2:70][CH2:71][CH2:72][CH3:73])[CH2:50][CH2:51][CH2:52][CH2:53][CH2:54][CH2:55][CH2:56][CH2:57][CH2:58][CH2:59][CH3:60])([O:10][C:11]2[CH:16]=[CH:15][CH:14]=[CH:13][CH:12]=2)=[O:9])[CH:6]=[CH:5][CH:4]=[CH:3][CH:2]=1.[C:76]([O:89][C@H:90]([CH2:101][CH2:102][CH2:103][CH2:104][CH2:105][CH2:106][CH2:107][CH2:108][CH2:109][CH2:110][CH3:111])[CH2:91][C:92]([N:94]1[CH2:98][CH2:97][CH2:96][C@H:95]1[CH2:99][OH:100])=[O:93])(=[O:88])[CH2:77][CH2:78][CH2:79][CH2:80][CH2:81][CH2:82][CH2:83][CH2:84][CH2:85][CH2:86][CH3:87].[Hg](C#N)C#N. The catalyst is ClCCCl.C(Cl)Cl. The product is [C:1]1([O:7][P:8]([O:17][C@@H:18]2[C@@H:23]([CH2:24][O:25][C:26]([O:28][C:29]([CH3:34])([CH3:35])[C:30]([Cl:32])([Cl:31])[Cl:33])=[O:27])[O:22][C@@H:21]([O:100][CH2:99][C@@H:95]3[CH2:96][CH2:97][CH2:98][N:94]3[C:92](=[O:93])[CH2:91][C@H:90]([O:89][C:76](=[O:88])[CH2:77][CH2:78][CH2:79][CH2:80][CH2:81][CH2:82][CH2:83][CH2:84][CH2:85][CH2:86][CH3:87])[CH2:101][CH2:102][CH2:103][CH2:104][CH2:105][CH2:106][CH2:107][CH2:108][CH2:109][CH2:110][CH3:111])[C@H:20]([NH:37][C:38]([O:40][CH2:41][C:42]([Cl:43])([Cl:44])[Cl:45])=[O:39])[C@H:19]2[O:46][C:47](=[O:75])[CH2:48][C@H:49]([O:61][C:62](=[O:74])[CH2:63][CH2:64][CH2:65][CH2:66][CH2:67][CH2:68][CH2:69][CH2:70][CH2:71][CH2:72][CH3:73])[CH2:50][CH2:51][CH2:52][CH2:53][CH2:54][CH2:55][CH2:56][CH2:57][CH2:58][CH2:59][CH3:60])([O:10][C:11]2[CH:12]=[CH:13][CH:14]=[CH:15][CH:16]=2)=[O:9])[CH:2]=[CH:3][CH:4]=[CH:5][CH:6]=1. The yield is 0.820. (6) The reactants are [CH3:1][O:2][C:3]1[CH:8]=[C:7]([O:9][CH3:10])[CH:6]=[CH:5][C:4]=1[C:11](=[O:18])[CH2:12][C:13]([O:15][CH2:16][CH3:17])=[O:14].O[C:20]1[CH:25]=[CH:24][C:23]([NH:26][C:27](=[O:29])[CH3:28])=[CH:22][CH:21]=1. No catalyst specified. The product is [C:27]([NH:26][C:23]1[CH:22]=[CH:21][C:20]2[O:18][C:11]([C:4]3[CH:5]=[CH:6][C:7]([O:9][CH3:10])=[CH:8][C:3]=3[O:2][CH3:1])=[C:12]([C:13]([O:15][CH2:16][CH3:17])=[O:14])[C:25]=2[CH:24]=1)(=[O:29])[CH3:28]. The yield is 0.680. (7) The reactants are [Cl:1][C:2]1[N:3]=[C:4]([C:9]([NH:11][C@H:12]2[CH2:17][CH2:16][N:15]([C:18]3[S:19][C:20]([C:23](O)=[O:24])=[CH:21][N:22]=3)[CH2:14][C@H:13]2[O:26][CH3:27])=[O:10])[NH:5][C:6]=1[CH2:7][CH3:8].Cl.CN.C[CH2:32][N:33]=C=NCCCN(C)C.Cl.C1C=CC2N(O)N=NC=2C=1.C(N(C(C)C)CC)(C)C. The catalyst is CC(N(C)C)=O.ClCCl. The product is [Cl:1][C:2]1[N:3]=[C:4]([C:9]([NH:11][C@H:12]2[CH2:17][CH2:16][N:15]([C:18]3[S:19][C:20]([C:23]([NH:33][CH3:32])=[O:24])=[CH:21][N:22]=3)[CH2:14][C@H:13]2[O:26][CH3:27])=[O:10])[NH:5][C:6]=1[CH2:7][CH3:8]. The yield is 0.770. (8) The reactants are [C:1]([O:5][CH:6]([C:11]1[C:12]([CH3:34])=[N:13][C:14]2[N:15]([N:29]=[C:30]([CH3:33])[C:31]=2[Cl:32])[C:16]=1[C:17]1[C:18]([CH3:28])=[C:19]2[C:24](=[C:25]([F:27])[CH:26]=1)[O:23][CH2:22][CH2:21][CH2:20]2)[C:7]([O:9]C)=[O:8])([CH3:4])([CH3:3])[CH3:2].[Li+].[OH-]. The catalyst is O1CCOCC1. The product is [C:1]([O:5][CH:6]([C:11]1[C:12]([CH3:34])=[N:13][C:14]2[N:15]([N:29]=[C:30]([CH3:33])[C:31]=2[Cl:32])[C:16]=1[C:17]1[C:18]([CH3:28])=[C:19]2[C:24](=[C:25]([F:27])[CH:26]=1)[O:23][CH2:22][CH2:21][CH2:20]2)[C:7]([OH:9])=[O:8])([CH3:4])([CH3:3])[CH3:2]. The yield is 0.600. (9) The reactants are [CH2:1]([C:3]1[N:7]([C:8]2[N:16]=[C:15]3[C:11]([N:12]=[C:13]([CH:18]=O)[N:14]3[CH3:17])=[C:10]([N:20]3[CH2:25][CH2:24][O:23][CH2:22][CH2:21]3)[N:9]=2)[C:6]2[CH:26]=[CH:27][CH:28]=[CH:29][C:5]=2[N:4]=1)[CH3:2].[NH:30]1[CH2:33][CH:32]([N:34]2[CH2:39][CH2:38][C:37]([CH3:41])([OH:40])[CH2:36][CH2:35]2)[CH2:31]1.C(O[BH-](OC(=O)C)OC(=O)C)(=O)C.[Na+]. The catalyst is ClCCCl. The product is [CH2:1]([C:3]1[N:7]([C:8]2[N:16]=[C:15]3[C:11]([N:12]=[C:13]([CH2:18][N:30]4[CH2:33][CH:32]([N:34]5[CH2:39][CH2:38][C:37]([CH3:41])([OH:40])[CH2:36][CH2:35]5)[CH2:31]4)[N:14]3[CH3:17])=[C:10]([N:20]3[CH2:25][CH2:24][O:23][CH2:22][CH2:21]3)[N:9]=2)[C:6]2[CH:26]=[CH:27][CH:28]=[CH:29][C:5]=2[N:4]=1)[CH3:2]. The yield is 0.860.